From a dataset of Forward reaction prediction with 1.9M reactions from USPTO patents (1976-2016). Predict the product of the given reaction. (1) Given the reactants [NH2:1][C@H:2]1[C@@H:7]([NH:8][C:9]([O:11][CH2:12][C:13]2[CH:18]=[CH:17][CH:16]=[CH:15][CH:14]=2)=[O:10])[CH2:6][CH2:5][N:4]([C:19]([O:21][C:22]([CH3:25])([CH3:24])[CH3:23])=[O:20])[CH2:3]1.[C:26](=O)([O:35][CH2:36][CH2:37][Si:38]([CH3:41])([CH3:40])[CH3:39])[O:27]N1C(=O)CCC1=O.C(N(CC)CC)C, predict the reaction product. The product is: [CH2:12]([O:11][C:9]([NH:8][C@H:7]1[CH2:6][CH2:5][N:4]([C:19]([O:21][C:22]([CH3:25])([CH3:24])[CH3:23])=[O:20])[CH2:3][C@H:2]1[NH:1][C:26]([O:35][CH2:36][CH2:37][Si:38]([CH3:41])([CH3:40])[CH3:39])=[O:27])=[O:10])[C:13]1[CH:14]=[CH:15][CH:16]=[CH:17][CH:18]=1. (2) Given the reactants [Br:1][C:2]1[CH:3]=[CH:4][C:5]([C:8](/[N:10]=[CH:11]/[N:12](C)C)=O)=[N:6][CH:7]=1.[NH2:15]N, predict the reaction product. The product is: [Br:1][C:2]1[CH:3]=[CH:4][C:5]([C:8]2[N:10]=[CH:11][NH:12][N:15]=2)=[N:6][CH:7]=1. (3) The product is: [CH3:32][O:33][C:34]([CH:12]1[CH2:13][CH2:14][N:10]([CH2:9][C:8]2[CH:16]=[CH:17][CH:18]=[C:6]([O:5][CH2:1][CH:2]([CH3:4])[CH3:3])[CH:7]=2)[CH2:11]1)=[O:35]. Given the reactants [CH2:1]([O:5][C:6]1[CH:7]=[C:8]([CH:16]=[CH:17][CH:18]=1)[CH2:9][N:10]1[CH2:14][CH2:13][CH:12](O)[CH2:11]1)[CH:2]([CH3:4])[CH3:3].C(OC1C=C(C=CC=1)C=O)C(C)C.[CH3:32][O:33][C:34](C1CCNC1)=[O:35], predict the reaction product. (4) Given the reactants C([O-])([O-])=O.[Na+].[Na+].[Br:7][C:8]1[N:9]=[C:10]([C:28]2([CH3:31])[CH2:30][CH2:29]2)[N:11]([CH2:20][O:21][CH2:22][CH2:23][Si:24]([CH3:27])([CH3:26])[CH3:25])[C:12]=1[C:13]1[CH:18]=[CH:17][N:16]=[C:15](Cl)[N:14]=1.CCN(C(C)C)C(C)C.[NH2:41][CH2:42][CH2:43][C:44]#[N:45], predict the reaction product. The product is: [Br:7][C:8]1[N:9]=[C:10]([C:28]2([CH3:31])[CH2:30][CH2:29]2)[N:11]([CH2:20][O:21][CH2:22][CH2:23][Si:24]([CH3:27])([CH3:26])[CH3:25])[C:12]=1[C:13]1[CH:18]=[CH:17][N:16]=[C:15]([NH:45][CH2:44][CH2:43][C:42]#[N:41])[N:14]=1.